This data is from Full USPTO retrosynthesis dataset with 1.9M reactions from patents (1976-2016). The task is: Predict the reactants needed to synthesize the given product. Given the product [Cl:1][C:2]1[C:10]2[N:9]=[C:8]3[CH:11]([C:16]4[CH:21]=[CH:20][C:19]([Cl:22])=[CH:18][C:17]=4[Cl:23])[O:12][CH2:13][CH2:14][CH2:15][N:7]3[C:6]=2[C:5]([C:24]([CH:29]2[CH2:31][CH2:30]2)([CH:26]2[CH2:28][CH2:27]2)[OH:25])=[CH:4][CH:3]=1, predict the reactants needed to synthesize it. The reactants are: [Cl:1][C:2]1[C:10]2[N:9]=[C:8]3[CH:11]([C:16]4[CH:21]=[CH:20][C:19]([Cl:22])=[CH:18][C:17]=4[Cl:23])[O:12][CH2:13][CH2:14][CH2:15][N:7]3[C:6]=2[C:5]([C:24]([CH:26]2[CH2:28][CH2:27]2)=[O:25])=[CH:4][CH:3]=1.[CH:29]1([Mg]Br)[CH2:31][CH2:30]1.C(OCC)(=O)C.[Cl-].[NH4+].